Dataset: Catalyst prediction with 721,799 reactions and 888 catalyst types from USPTO. Task: Predict which catalyst facilitates the given reaction. Reactant: [F:1][C:2]1[CH:7]=[CH:6][C:5]([CH2:8][C:9]#[N:10])=[CH:4][CH:3]=1.[N-:11]=[N+:12]=[N-:13].[Na+].C(N(CC)CC)C.Cl. Product: [F:1][C:2]1[CH:7]=[CH:6][C:5]([CH2:8][C:9]2[N:11]=[N:12][NH:13][N:10]=2)=[CH:4][CH:3]=1. The catalyst class is: 11.